The task is: Predict the reaction yield, written as a fraction of the theoretical maximum amount of product (1.0 means a 100% yield; for example, 0.34 means a 34% yield).. This data is from Reaction yield outcomes from USPTO patents with 853,638 reactions. (1) The reactants are [C:1]([C:5]1[CH:10]=[CH:9][C:8]([N+:11]([O-:13])=[O:12])=[CH:7][C:6]=1N)([CH3:4])([CH3:3])[CH3:2].N([O-])=O.[Na+].[O-:19][S:20]([O-:22])=O.[Na+].[Na+].[ClH:25]. The catalyst is O.[O-]S([O-])(=O)=O.[Cu+2]. The product is [C:1]([C:5]1[CH:10]=[CH:9][C:8]([N+:11]([O-:13])=[O:12])=[CH:7][C:6]=1[S:20]([Cl:25])(=[O:22])=[O:19])([CH3:4])([CH3:3])[CH3:2]. The yield is 0.170. (2) The reactants are C(OC(=O)[N:7]([CH2:14][CH2:15][NH:16][C:17]1[N:22]2[N:23]=[C:24]([CH3:40])[C:25]([C:26]3[C:31]([Cl:32])=[CH:30][C:29]([C:33]#[C:34][Si](C)(C)C)=[CH:28][C:27]=3[Cl:39])=[C:21]2[N:20]=[C:19]([CH3:41])[CH:18]=1)[CH:8]1[CH2:13][CH2:12][O:11][CH2:10][CH2:9]1)(C)(C)C.[OH-].[K+]. The catalyst is C(O)C. The product is [Cl:39][C:27]1[CH:28]=[C:29]([C:33]#[CH:34])[CH:30]=[C:31]([Cl:32])[C:26]=1[C:25]1[C:24]([CH3:40])=[N:23][N:22]2[C:17]([NH:16][CH2:15][CH2:14][NH:7][CH:8]3[CH2:9][CH2:10][O:11][CH2:12][CH2:13]3)=[CH:18][C:19]([CH3:41])=[N:20][C:21]=12. The yield is 0.780. (3) The reactants are [Cl:1][C:2]1[CH:3]=[CH:4][C:5]([S:14](=[O:17])(=[O:16])[NH2:15])=[C:6]([CH2:8][CH2:9][NH:10]C(=O)C)[CH:7]=1.[OH-].[K+].Cl. No catalyst specified. The product is [NH2:10][CH2:9][CH2:8][C:6]1[CH:7]=[C:2]([Cl:1])[CH:3]=[CH:4][C:5]=1[S:14]([NH2:15])(=[O:17])=[O:16]. The yield is 0.850. (4) The reactants are [CH2:1]([O:3][C:4](=[O:8])[CH:5](Br)[CH3:6])[CH3:2].[CH2:9]([NH2:16])[C:10]1[CH:15]=[CH:14][CH:13]=[CH:12][CH:11]=1.C(=O)([O-])[O-].[K+].[K+]. The catalyst is CC#N. The product is [CH2:1]([O:3][C:4](=[O:8])[CH:5]([NH:16][CH2:9][C:10]1[CH:15]=[CH:14][CH:13]=[CH:12][CH:11]=1)[CH3:6])[CH3:2]. The yield is 0.970. (5) The reactants are [Cl:1][C:2]1[CH:7]=[CH:6][CH:5]=[C:4]([Cl:8])[C:3]=1[C:9]1[C:13]([CH2:14][O:15][C:16]2[CH:17]=[C:18]3[C:23](=[CH:24][CH:25]=2)[CH:22]=[C:21]([C:26]2[CH:32]=[CH:31][C:29]([NH2:30])=[CH:28][CH:27]=2)[CH:20]=[CH:19]3)=[C:12]([CH:33]([CH3:35])[CH3:34])[O:11][N:10]=1.C(N(CC)CC)C.[F:43][C:44]([F:57])([F:56])[S:45](O[S:45]([C:44]([F:57])([F:56])[F:43])(=[O:47])=[O:46])(=[O:47])=[O:46].C(OCC)(=O)C. The catalyst is ClCCl.O. The product is [Cl:8][C:4]1[CH:5]=[CH:6][CH:7]=[C:2]([Cl:1])[C:3]=1[C:9]1[C:13]([CH2:14][O:15][C:16]2[CH:17]=[C:18]3[C:23](=[CH:24][CH:25]=2)[CH:22]=[C:21]([C:26]2[CH:32]=[CH:31][C:29]([NH:30][S:45]([C:44]([F:57])([F:56])[F:43])(=[O:47])=[O:46])=[CH:28][CH:27]=2)[CH:20]=[CH:19]3)=[C:12]([CH:33]([CH3:35])[CH3:34])[O:11][N:10]=1. The yield is 0.540. (6) The reactants are Br[C:2]1[N:6]([CH2:7][C:8]2[CH:13]=[CH:12][C:11]([C:14]([N:16]3[CH2:20][CH2:19][CH2:18][CH2:17]3)=[O:15])=[CH:10][CH:9]=2)[N:5]=[CH:4][CH:3]=1.[OH:21][C:22]1[CH:27]=[CH:26][C:25](B(O)O)=[CH:24][CH:23]=1.C([O-])([O-])=O.[Cs+].[Cs+]. The yield is 0.700. The product is [OH:21][C:22]1[CH:27]=[CH:26][C:25]([C:2]2[N:6]([CH2:7][C:8]3[CH:13]=[CH:12][C:11]([C:14]([N:16]4[CH2:20][CH2:19][CH2:18][CH2:17]4)=[O:15])=[CH:10][CH:9]=3)[N:5]=[CH:4][CH:3]=2)=[CH:24][CH:23]=1. The catalyst is O1CCOCC1.O.C1C=CC(P(C2C=CC=CC=2)[C-]2C=CC=C2)=CC=1.C1C=CC(P(C2C=CC=CC=2)[C-]2C=CC=C2)=CC=1.Cl[Pd]Cl.[Fe+2]. (7) The yield is 0.660. The catalyst is CC(C)=O. The product is [CH3:29][O:28][C:26](=[O:27])[CH2:25][CH2:24][CH2:23][CH2:22][CH2:21][O:9][C:8]1[CH:10]=[CH:11][C:5]([NH:1][C:2](=[O:3])[CH3:4])=[CH:6][CH:7]=1. The reactants are [NH:1]([C:5]1[CH:11]=[CH:10][C:8]([OH:9])=[CH:7][CH:6]=1)[C:2]([CH3:4])=[O:3].C([O-])([O-])=O.[K+].[K+].[I-].[Na+].Br[CH2:21][CH2:22][CH2:23][CH2:24][CH2:25][C:26]([O:28][CH3:29])=[O:27].